This data is from Forward reaction prediction with 1.9M reactions from USPTO patents (1976-2016). The task is: Predict the product of the given reaction. Given the reactants Cl[C:2]1[C:3]2[N:10]=[CH:9][N:8]([CH2:11][CH3:12])[C:4]=2[N:5]=[N:6][CH:7]=1.[CH2:13]([S:15]([C:18]1[CH:23]=[CH:22][C:21]([C:24]2[C:29]([F:30])=[CH:28][CH:27]=[C:26](B3OC(C)(C)C(C)(C)O3)[CH:25]=2)=[CH:20][CH:19]=1)(=[O:17])=[O:16])[CH3:14], predict the reaction product. The product is: [CH2:11]([N:8]1[C:4]2[N:5]=[N:6][CH:7]=[C:2]([C:26]3[CH:25]=[C:24]([C:21]4[CH:22]=[CH:23][C:18]([S:15]([CH2:13][CH3:14])(=[O:16])=[O:17])=[CH:19][CH:20]=4)[C:29]([F:30])=[CH:28][CH:27]=3)[C:3]=2[N:10]=[CH:9]1)[CH3:12].